This data is from CYP3A4 inhibition data for predicting drug metabolism from PubChem BioAssay. The task is: Regression/Classification. Given a drug SMILES string, predict its absorption, distribution, metabolism, or excretion properties. Task type varies by dataset: regression for continuous measurements (e.g., permeability, clearance, half-life) or binary classification for categorical outcomes (e.g., BBB penetration, CYP inhibition). Dataset: cyp3a4_veith. (1) The molecule is O=C(CN1CCCCC1)Nc1ccc(Br)cc1C(=O)c1ccccc1Cl. The result is 0 (non-inhibitor). (2) The result is 1 (inhibitor). The drug is N#Cc1ccc(CN2CC[C@@]3(CCCN(C(=O)c4ccco4)C3)C2)cc1. (3) The molecule is O=C(N/N=C1/C[C@@H](O)[C@@H](O)[C@@H]2[C@@H]3C(=O)N(c4cccc(Oc5ccccc5)c4)C(=O)[C@H]3CC[C@@H]12)OCc1ccccc1. The result is 0 (non-inhibitor).